Binary Classification. Given a drug SMILES string, predict its activity (active/inactive) in a high-throughput screening assay against a specified biological target. From a dataset of Serine/threonine kinase 33 screen with 319,792 compounds. (1) The molecule is s1c(=S)n(nc1SC)c1ccc(cc1)C(OC(C)C(=O)NC(=O)NCC)=O. The result is 0 (inactive). (2) The drug is S=C(NC1CC(NC(C1)(C)C)(C)C)Nc1ccc(cc1)C(OC)=O. The result is 0 (inactive). (3) The drug is S(=O)(=O)(N1CCC(CC1)C(=O)Nc1c(OC)ccc(OC)c1)c1cc2CC(N(c2cc1)C(=O)C)C. The result is 0 (inactive).